This data is from Reaction yield outcomes from USPTO patents with 853,638 reactions. The task is: Predict the reaction yield, written as a fraction of the theoretical maximum amount of product (1.0 means a 100% yield; for example, 0.34 means a 34% yield). (1) The reactants are [C:1]([O:5][C:6]([NH:8][C:9]1[CH:10]=[CH:11][C:12]([CH2:16][CH2:17][N:18]2[C:23]3[N:24]=[C:25]([NH:28][CH3:29])[N:26]=[CH:27][C:22]=3[CH:21]=[C:20]([C:30]3[C:35]([Cl:36])=[C:34]([O:37][CH3:38])[CH:33]=[C:32]([O:39][CH3:40])[C:31]=3[Cl:41])[C:19]2=[O:42])=[N+:13]([O-])[CH:14]=1)=[O:7])([CH3:4])([CH3:3])[CH3:2]. The catalyst is CCO.[NH4+].[Cl-].[Fe]. The product is [Cl:36][C:35]1[C:34]([O:37][CH3:38])=[CH:33][C:32]([O:39][CH3:40])=[C:31]([Cl:41])[C:30]=1[C:20]1[C:19](=[O:42])[N:18]([CH2:17][CH2:16][C:12]2[N:13]=[CH:14][C:9]([NH:8][C:6](=[O:7])[O:5][C:1]([CH3:3])([CH3:2])[CH3:4])=[CH:10][CH:11]=2)[C:23]2[N:24]=[C:25]([NH:28][CH3:29])[N:26]=[CH:27][C:22]=2[CH:21]=1. The yield is 0.860. (2) The reactants are [Br:1][C:2]1[CH:3]=[C:4]([NH:10][C:11]2[CH:16]=[CH:15][C:14]([N:17]3[CH2:22][CH2:21][NH:20][CH2:19][CH2:18]3)=[CH:13][N:12]=2)[C:5](=[O:9])[N:6]([CH3:8])[CH:7]=1.[O:23]1[CH2:26][C:25](=O)[CH2:24]1.[BH3-]C#N.[Na+].O. The catalyst is CO.[Cl-].[Zn+2].[Cl-]. The product is [Br:1][C:2]1[CH:3]=[C:4]([NH:10][C:11]2[CH:16]=[CH:15][C:14]([N:17]3[CH2:22][CH2:21][N:20]([CH:25]4[CH2:26][O:23][CH2:24]4)[CH2:19][CH2:18]3)=[CH:13][N:12]=2)[C:5](=[O:9])[N:6]([CH3:8])[CH:7]=1. The yield is 0.610. (3) The reactants are [Cl:1][C:2]1[CH:10]=[CH:9][CH:8]=[C:7]2[C:3]=1[CH:4]=[N:5][NH:6]2.[O:11]1[CH:16]=[CH:15][CH2:14][CH2:13][CH2:12]1. The catalyst is C1(C)C=CC(S([O-])(=O)=O)=CC=1.[NH+]1C=CC=CC=1.C(Cl)Cl. The product is [Cl:1][C:2]1[CH:10]=[CH:9][CH:8]=[C:7]2[C:3]=1[CH:4]=[N:5][N:6]2[CH:12]1[CH2:13][CH2:14][CH2:15][CH2:16][O:11]1. The yield is 0.950. (4) The yield is 0.400. The catalyst is S1(CCCC1)(=O)=O.CO. The product is [CH3:10][C:4]1[CH:3]=[C:2]([N:18]2[CH2:23][CH2:22][CH:21]([NH2:24])[CH2:20][CH2:19]2)[C:7]([CH3:8])=[CH:6][N:5]=1. The reactants are Cl[C:2]1[C:7]([CH3:8])=[CH:6][N+:5]([O-])=[C:4]([CH3:10])[CH:3]=1.C([N:18]1[CH2:23][CH2:22][CH:21]([NH2:24])[CH2:20][CH2:19]1)(OC(C)(C)C)=O.C(N(CC)C(C)C)(C)C.Cl.N.